From a dataset of Forward reaction prediction with 1.9M reactions from USPTO patents (1976-2016). Predict the product of the given reaction. (1) The product is: [Cl:18][C:19]1[CH:25]=[CH:24][C:23]([O:26][CH3:27])=[CH:22][C:20]=1[NH:21][C:2]1[C:11]2[CH:10]=[C:9]3[N:12]=[CH:13][N:14]=[C:8]3[CH2:7][C:6]=2[N:5]=[CH:4][C:3]=1[C:15]#[N:16]. Given the reactants Cl[C:2]1[C:11]2[CH:10]=[C:9]3[N:12]=[CH:13][N:14]=[C:8]3[CH2:7][C:6]=2[N:5]=[CH:4][C:3]=1[C:15]#[N:16].Cl.[Cl:18][C:19]1[CH:25]=[CH:24][C:23]([O:26][CH3:27])=[CH:22][C:20]=1[NH2:21].Cl.N1C=CC=CC=1.C(=O)(O)[O-].[Na+], predict the reaction product. (2) Given the reactants Br[C:2]1[CH:32]=[C:31]([F:33])[C:5]([CH2:6][N:7]2[C:15]3[C:10](=[CH:11][CH:12]=[CH:13][CH:14]=3)[C:9]([C:16]3[N:21]=[C:20]([NH:22][C:23]4[CH:28]=[CH:27][N:26]=[CH:25][CH:24]=4)[C:19]([O:29][CH3:30])=[CH:18][N:17]=3)=[N:8]2)=[C:4]([F:34])[CH:3]=1.[CH:35]1(B(O)O)[CH2:37][CH2:36]1.C1(P(C2CCCCC2)C2CCCCC2)CCCCC1.P([O-])([O-])([O-])=O.[K+].[K+].[K+], predict the reaction product. The product is: [CH:35]1([C:2]2[CH:32]=[C:31]([F:33])[C:5]([CH2:6][N:7]3[C:15]4[C:10](=[CH:11][CH:12]=[CH:13][CH:14]=4)[C:9]([C:16]4[N:21]=[C:20]([NH:22][C:23]5[CH:24]=[CH:25][N:26]=[CH:27][CH:28]=5)[C:19]([O:29][CH3:30])=[CH:18][N:17]=4)=[N:8]3)=[C:4]([F:34])[CH:3]=2)[CH2:37][CH2:36]1. (3) The product is: [N+:8]([C:5]1[CH:6]=[CH:7][C:2]([N:12]2[CH2:17][CH2:16][C:15](=[O:18])[CH2:14][CH2:13]2)=[N:3][CH:4]=1)([O-:10])=[O:9]. Given the reactants Cl[C:2]1[CH:7]=[CH:6][C:5]([N+:8]([O-:10])=[O:9])=[CH:4][N:3]=1.Cl.[N:12]1[CH:17]=[CH:16][C:15](=[O:18])[CH2:14][CH:13]=1.C(N(CC)CC)C.CCOC(C)=O, predict the reaction product. (4) Given the reactants [NH2:1][C:2]1[CH:3]=[CH:4][C:5](Cl)=[C:6]([CH:10]=1)[C:7]([NH2:9])=[O:8].[F:12][C:13]([F:24])([F:23])[C:14]1[CH:19]=[CH:18][C:17](B(O)O)=[CH:16][CH:15]=1.P([O-])([O-])([O-])=O.[K+].[K+].[K+].C1(P(C2CCCCC2)C2C=CC=CC=2C2C=CC=CC=2N(C)C)CCCCC1, predict the reaction product. The product is: [NH2:1][C:2]1[CH:10]=[C:6]([C:7]([NH2:9])=[O:8])[C:5]([C:17]2[CH:18]=[CH:19][C:14]([C:13]([F:24])([F:23])[F:12])=[CH:15][CH:16]=2)=[CH:4][CH:3]=1. (5) Given the reactants [CH:1]([O:4][C:5](=[O:23])[N:6]([C@H:8]1[CH2:12][CH2:11][N:10]([C:13]2[CH:14]=[CH:15][C:16]3[N:17]([C:19](Br)=[CH:20][N:21]=3)[N:18]=2)[CH2:9]1)[CH3:7])([CH3:3])[CH3:2].[F:24][C:25]1[CH:26]=[CH:27][C:28]([O:34][CH3:35])=[C:29](B(O)O)[CH:30]=1.C(=O)([O-])[O-].[K+].[K+].O, predict the reaction product. The product is: [F:24][C:25]1[CH:30]=[CH:29][C:28]([O:34][CH3:35])=[C:27]([C:19]2[N:17]3[N:18]=[C:13]([N:10]4[CH2:11][CH2:12][C@H:8]([N:6]([CH3:7])[C:5](=[O:23])[O:4][CH:1]([CH3:3])[CH3:2])[CH2:9]4)[CH:14]=[CH:15][C:16]3=[N:21][CH:20]=2)[CH:26]=1. (6) Given the reactants [Cl:1][C:2]1[N:10]=[C:9]2[C:5]([NH:6][CH:7]=[N:8]2)=[C:4]([Cl:11])[N:3]=1.C1(C)C=CC(S(O)(=O)=O)=CC=1.[O:23]1[CH:28]=[CH:27][CH2:26][CH2:25][CH2:24]1.[OH-].N, predict the reaction product. The product is: [Cl:1][C:2]1[N:10]=[C:9]2[C:5]([N:6]=[CH:7][N:8]2[CH:24]2[CH2:25][CH2:26][CH2:27][CH2:28][O:23]2)=[C:4]([Cl:11])[N:3]=1. (7) Given the reactants [CH2:1]([C:4]1[C:8]([CH2:9][CH2:10][CH2:11][OH:12])=[CH:7][N:6]([C:13]2[CH:18]=[CH:17][C:16]([C:19]([F:22])([F:21])[F:20])=[CH:15][N:14]=2)[N:5]=1)[CH2:2][CH3:3].O[C:24]1[CH:25]=[C:26]([CH2:32][CH2:33][C:34]([O:36]CC)=[O:35])[CH:27]=[CH:28][C:29]=1[O:30][CH3:31].C(P(CCCC)CCCC)CCC.N(C(N1CCCCC1)=O)=NC(N1CCCCC1)=O, predict the reaction product. The product is: [CH3:31][O:30][C:29]1[CH:24]=[CH:25][C:26]([CH2:32][CH2:33][C:34]([OH:36])=[O:35])=[CH:27][C:28]=1[O:12][CH2:11][CH2:10][CH2:9][C:8]1[C:4]([CH2:1][CH2:2][CH3:3])=[N:5][N:6]([C:13]2[CH:18]=[CH:17][C:16]([C:19]([F:21])([F:20])[F:22])=[CH:15][N:14]=2)[CH:7]=1. (8) Given the reactants C([O:8][C:9]([C@@H:11]1[CH2:15][C@@H:14]([OH:16])[CH2:13][N:12]1[C:17](=[O:24])[C@@H:18]([NH:20][C:21](=[O:23])[CH3:22])[CH3:19])=[O:10])C1C=CC=CC=1.[H][H], predict the reaction product. The product is: [C:21]([NH:20][C@@H:18]([CH3:19])[C:17]([N:12]1[CH2:13][C@H:14]([OH:16])[CH2:15][C@H:11]1[C:9]([OH:10])=[O:8])=[O:24])(=[O:23])[CH3:22]. (9) Given the reactants [CH3:1][C:2]1([CH3:15])[CH2:6][C:5]2[CH:7]=[C:8]([S:11](Cl)(=[O:13])=[O:12])[CH:9]=[CH:10][C:4]=2[O:3]1.[CH3:16][C:17]1[CH:21]=[C:20]([NH2:22])[N:19]([C:23]2[CH:32]=[CH:31][CH:30]=[C:29]3[C:24]=2[CH:25]=[CH:26][CH:27]=[N:28]3)[N:18]=1, predict the reaction product. The product is: [CH3:1][C:2]1([CH3:15])[CH2:6][C:5]2[CH:7]=[C:8]([S:11]([NH:22][C:20]3[N:19]([C:23]4[CH:32]=[CH:31][CH:30]=[C:29]5[C:24]=4[CH:25]=[CH:26][CH:27]=[N:28]5)[N:18]=[C:17]([CH3:16])[CH:21]=3)(=[O:13])=[O:12])[CH:9]=[CH:10][C:4]=2[O:3]1. (10) Given the reactants [CH3:1][C@@H:2]([CH2:14][CH3:15])[CH2:3][NH:4][CH2:5][C:6]1[S:10][C:9](B(O)O)=[CH:8][CH:7]=1.Br[C:17]1[CH:18]=[C:19]2[C:23](=[C:24]([C:26]([NH2:28])=[O:27])[CH:25]=1)[NH:22][CH:21]=[C:20]2[CH:29]1[CH2:34][CH2:33][N:32]([S:35]([CH2:38][CH3:39])(=[O:37])=[O:36])[CH2:31][CH2:30]1.C([O-])([O-])=O.[K+].[K+], predict the reaction product. The product is: [CH2:38]([S:35]([N:32]1[CH2:31][CH2:30][CH:29]([C:20]2[C:19]3[C:23](=[C:24]([C:26]([NH2:28])=[O:27])[CH:25]=[C:17]([C:9]4[S:10][C:6]([CH2:5][NH:4][CH2:3][C@@H:2]([CH3:1])[CH2:14][CH3:15])=[CH:7][CH:8]=4)[CH:18]=3)[NH:22][CH:21]=2)[CH2:34][CH2:33]1)(=[O:37])=[O:36])[CH3:39].